This data is from Full USPTO retrosynthesis dataset with 1.9M reactions from patents (1976-2016). The task is: Predict the reactants needed to synthesize the given product. (1) Given the product [CH2:1]([O:3][C:4](=[O:27])[C:5]([O:8][C:9]1[CH:14]=[CH:13][C:12]([O:15][C:16]2[CH:21]=[CH:20][CH:19]=[C:18]([CH2:22][CH2:23][CH2:24][NH2:25])[CH:17]=2)=[CH:11][C:10]=1[CH3:26])([CH3:6])[CH3:7])[CH3:2], predict the reactants needed to synthesize it. The reactants are: [CH2:1]([O:3][C:4](=[O:27])[C:5]([O:8][C:9]1[CH:14]=[CH:13][C:12]([O:15][C:16]2[CH:21]=[CH:20][CH:19]=[C:18]([CH:22]=[CH:23][C:24]#[N:25])[CH:17]=2)=[CH:11][C:10]=1[CH3:26])([CH3:7])[CH3:6])[CH3:2]. (2) Given the product [CH2:26]([O:28][C:29](=[O:46])[CH2:30][C:31]1[CH:36]=[CH:35][C:34]([C:21]2[S:22][C:18]([C:17]3[O:16][N:15]=[C:14]([CH3:24])[C:13]=3[NH:12][C:11]([O:10][C@@H:8]([C:3]3[CH:4]=[CH:5][CH:6]=[CH:7][C:2]=3[F:1])[CH3:9])=[O:25])=[CH:19][N:20]=2)=[CH:33][CH:32]=1)[CH3:27], predict the reactants needed to synthesize it. The reactants are: [F:1][C:2]1[CH:7]=[CH:6][CH:5]=[CH:4][C:3]=1[C@H:8]([O:10][C:11](=[O:25])[NH:12][C:13]1[C:14]([CH3:24])=[N:15][O:16][C:17]=1[C:18]1[S:22][C:21](Br)=[N:20][CH:19]=1)[CH3:9].[CH2:26]([O:28][C:29](=[O:46])[CH2:30][C:31]1[CH:36]=[CH:35][C:34](B2OC(C)(C)C(C)(C)O2)=[CH:33][CH:32]=1)[CH3:27]. (3) Given the product [CH:13]1([N:6]2[CH:5]=[CH:4][C:3]3[C:8](=[CH:9][CH:10]=[CH:11][C:2]=3[I:24])[C:7]2=[O:12])[CH2:15][CH2:14]1, predict the reactants needed to synthesize it. The reactants are: N[C:2]1[CH:11]=[CH:10][CH:9]=[C:8]2[C:3]=1[CH:4]=[CH:5][N:6]([CH:13]1[CH2:15][CH2:14]1)[C:7]2=[O:12].N([O-])=O.[Na+].CS(C)=O.[IH:24].C([O-])([O-])=O.[Na+].[Na+].